This data is from Full USPTO retrosynthesis dataset with 1.9M reactions from patents (1976-2016). The task is: Predict the reactants needed to synthesize the given product. (1) Given the product [F:13][C:14]1[CH:19]=[CH:18][C:17]([C:2]2[CH:11]=[CH:10][C:5]([C:6]([O:8][CH3:9])=[O:7])=[CH:4][C:3]=2[OH:12])=[CH:16][CH:15]=1, predict the reactants needed to synthesize it. The reactants are: Br[C:2]1[CH:11]=[CH:10][C:5]([C:6]([O:8][CH3:9])=[O:7])=[CH:4][C:3]=1[OH:12].[F:13][C:14]1[CH:19]=[CH:18][C:17](B(O)O)=[CH:16][CH:15]=1.C(=O)([O-])[O-].[Na+].[Na+]. (2) The reactants are: [C:14]1(P([C:14]2[CH:19]=[CH:18][CH:17]=[CH:16][CH:15]=2)[C:14]2[CH:19]=[CH:18][CH:17]=[CH:16][CH:15]=2)[CH:19]=[CH:18][CH:17]=[CH:16][CH:15]=1.[C:20]([O:24][C:25]([NH:27][CH2:28][CH2:29][C:30](O)=[O:31])=[O:26])([CH3:23])([CH3:22])[CH3:21].C1(B(O)O)C=CC=CC=1.O.CC(C)(C)C(OC(=O)C(C)(C)C)=O. Given the product [C:20]([O:24][C:25](=[O:26])[NH:27][CH2:28][CH2:29][C:30](=[O:31])[C:14]1[CH:15]=[CH:16][CH:17]=[CH:18][CH:19]=1)([CH3:23])([CH3:21])[CH3:22], predict the reactants needed to synthesize it.